From a dataset of Catalyst prediction with 721,799 reactions and 888 catalyst types from USPTO. Predict which catalyst facilitates the given reaction. (1) Reactant: CC(C)([O-])C.[K+].[N+:7]([CH2:9][C:10]([O:12][CH2:13][CH3:14])=[O:11])#[C-:8].[CH3:15][CH:16]([N:23]=[C:24]=[S:25])[C:17]1[CH:22]=[CH:21][CH:20]=[CH:19][CH:18]=1.C(O)(=O)C. Product: [CH2:13]([O:12][C:10]([C:9]1[N:7]=[CH:8][S:25][C:24]=1[NH:23][CH:16]([C:17]1[CH:22]=[CH:21][CH:20]=[CH:19][CH:18]=1)[CH3:15])=[O:11])[CH3:14]. The catalyst class is: 1. (2) Reactant: [Br:1][C:2]1[CH:3]=[C:4]2[C:8](=[CH:9][CH:10]=1)[NH:7][C:6](=[O:11])[CH2:5]2.[N:12]1([CH2:17][CH2:18][NH:19][C:20]([C:22]2[CH:26]=[C:25]([CH3:27])[NH:24][C:23]=2[CH:28]=O)=[O:21])[CH2:16][CH2:15][CH2:14][CH2:13]1.N1CCCCC1. Product: [N:12]1([CH2:17][CH2:18][NH:19][C:20]([C:22]2[CH:26]=[C:25]([CH3:27])[NH:24][C:23]=2[CH:28]=[C:5]2[C:4]3[C:8](=[CH:9][CH:10]=[C:2]([Br:1])[CH:3]=3)[NH:7][C:6]2=[O:11])=[O:21])[CH2:16][CH2:15][CH2:14][CH2:13]1. The catalyst class is: 8. (3) Reactant: [NH2:1][C:2]1[N:6]([CH2:7][C:8]2[CH:13]=[CH:12][C:11]([O:14][CH3:15])=[CH:10][CH:9]=2)[N:5]=[N:4][C:3]=1[C:16]([NH2:18])=[O:17].[O-:19][CH2:20]C.[Na+].C(=O)(OCC)OCC. Product: [CH3:15][O:14][C:11]1[CH:10]=[CH:9][C:8]([CH2:7][N:6]2[C:2]3[NH:1][C:20](=[O:19])[NH:18][C:16](=[O:17])[C:3]=3[N:4]=[N:5]2)=[CH:13][CH:12]=1. The catalyst class is: 8. (4) Reactant: [CH3:1][C:2]1([CH3:23])[C:19](=[O:20])[CH2:18][CH2:17][C@@:16]2([CH3:21])[C:3]1=[CH:4][CH2:5][C@@H:6]1[C@@H:15]2[CH2:14][CH2:13][C@@:11]2([CH3:12])[C@H:7]1[CH2:8][CH2:9][C@@H:10]2[OH:22].N1C=CN=C1.[Si:29](Cl)([C:32]([CH3:35])([CH3:34])[CH3:33])([CH3:31])[CH3:30].O. Product: [CH3:1][C:2]1([CH3:23])[C:19](=[O:20])[CH2:18][CH2:17][C@@:16]2([CH3:21])[C:3]1=[CH:4][CH2:5][C@@H:6]1[C@@H:15]2[CH2:14][CH2:13][C@@:11]2([CH3:12])[C@H:7]1[CH2:8][CH2:9][C@@H:10]2[O:22][Si:29]([C:32]([CH3:35])([CH3:34])[CH3:33])([CH3:31])[CH3:30]. The catalyst class is: 3. (5) Reactant: [NH2:1][C:2]1[CH:3]=[CH:4][C:5]([Cl:27])=[C:6]([C:8]2[C:23](=[O:24])[N:22]([O:25][CH3:26])[C:11]3[N:12]=[C:13]([NH:16][CH2:17][CH2:18][N:19]([CH3:21])[CH3:20])[N:14]=[CH:15][C:10]=3[CH:9]=2)[CH:7]=1.C(N(CC)CC)C.CN(C(ON1N=NC2C=CC=NC1=2)=[N+](C)C)C.F[P-](F)(F)(F)(F)F.[Cl:59][C:60]1[CH:68]=[CH:67][C:63]([C:64](O)=[O:65])=[CH:62][C:61]=1[C:69]([F:72])([F:71])[F:70]. Product: [Cl:59][C:60]1[CH:68]=[CH:67][C:63]([C:64]([NH:1][C:2]2[CH:3]=[CH:4][C:5]([Cl:27])=[C:6]([C:8]3[C:23](=[O:24])[N:22]([O:25][CH3:26])[C:11]4[N:12]=[C:13]([NH:16][CH2:17][CH2:18][N:19]([CH3:21])[CH3:20])[N:14]=[CH:15][C:10]=4[CH:9]=3)[CH:7]=2)=[O:65])=[CH:62][C:61]=1[C:69]([F:70])([F:71])[F:72]. The catalyst class is: 3.